This data is from Full USPTO retrosynthesis dataset with 1.9M reactions from patents (1976-2016). The task is: Predict the reactants needed to synthesize the given product. (1) Given the product [F:1][C:2]1[C:7]([CH3:8])=[CH:6][CH:5]=[CH:4][C:3]=1[N:9]1[C:13]([O:14][S:34]([C:37]([F:40])([F:39])[F:38])(=[O:36])=[O:35])=[CH:12][C:11]([C:15]([O:17][CH2:18][CH3:19])=[O:16])=[N:10]1, predict the reactants needed to synthesize it. The reactants are: [F:1][C:2]1[C:7]([CH3:8])=[CH:6][CH:5]=[CH:4][C:3]=1[N:9]1[C:13]([OH:14])=[CH:12][C:11]([C:15]([O:17][CH2:18][CH3:19])=[O:16])=[N:10]1.C(N(CC)CC)C.C1C=CC(N([S:34]([C:37]([F:40])([F:39])[F:38])(=[O:36])=[O:35])[S:34]([C:37]([F:40])([F:39])[F:38])(=[O:36])=[O:35])=CC=1.O. (2) Given the product [C:7]([O:11][C:12](=[O:13])[NH:14][C@@H:15]1[CH2:16][CH2:17][C@@H:18]([C:21](=[O:23])[CH:35]=[N+:33]=[N-:34])[O:19][CH2:20]1)([CH3:8])([CH3:9])[CH3:10], predict the reactants needed to synthesize it. The reactants are: ClC(OCC)=O.[C:7]([O:11][C:12]([NH:14][C@H:15]1[CH2:20][O:19][C@H:18]([C:21]([OH:23])=O)[CH2:17][CH2:16]1)=[O:13])([CH3:10])([CH3:9])[CH3:8].C(N(C(C)C)CC)(C)C.[N+:33](=[CH2:35])=[N-:34].Cl. (3) Given the product [CH3:25][S:26]([C:29]1[CH:34]=[CH:33][C:32]([C:2]2[CH:7]=[CH:6][C:5]([CH:8]([C:19]3[CH:24]=[CH:23][CH:22]=[CH:21][CH:20]=3)[CH2:9]/[C:10](/[C:13]3[CH:18]=[CH:17][N:16]=[CH:15][CH:14]=3)=[N:11]\[OH:12])=[CH:4][CH:3]=2)=[CH:31][CH:30]=1)(=[O:28])=[O:27], predict the reactants needed to synthesize it. The reactants are: Br[C:2]1[CH:7]=[CH:6][C:5]([CH:8]([C:19]2[CH:24]=[CH:23][CH:22]=[CH:21][CH:20]=2)[CH2:9]/[C:10](/[C:13]2[CH:18]=[CH:17][N:16]=[CH:15][CH:14]=2)=[N:11]\[OH:12])=[CH:4][CH:3]=1.[CH3:25][S:26]([C:29]1[CH:34]=[CH:33][C:32](B(O)O)=[CH:31][CH:30]=1)(=[O:28])=[O:27]. (4) Given the product [F:1][C:2]1[C:7]([F:8])=[CH:6][CH:5]=[CH:4][C:3]=1[C:9]1[NH:36][N:35]=[N:34][C:10]=1[C:11]1[CH:12]=[C:13]([C:23]([N:25]2[CH2:29][CH2:28][CH2:27][CH2:26]2)=[O:24])[NH:14][CH:15]=1, predict the reactants needed to synthesize it. The reactants are: [F:1][C:2]1[C:7]([F:8])=[CH:6][CH:5]=[CH:4][C:3]=1[C:9]#[C:10][C:11]1[CH:12]=[C:13]([C:23]([N:25]2[CH2:29][CH2:28][CH2:27][CH2:26]2)=[O:24])[N:14](C(OC(C)(C)C)=O)[CH:15]=1.C[Si]([N:34]=[N+:35]=[N-:36])(C)C.